Dataset: NCI-60 drug combinations with 297,098 pairs across 59 cell lines. Task: Regression. Given two drug SMILES strings and cell line genomic features, predict the synergy score measuring deviation from expected non-interaction effect. (1) Drug 1: CN1C2=C(C=C(C=C2)N(CCCl)CCCl)N=C1CCCC(=O)O.Cl. Drug 2: CN(CCCl)CCCl.Cl. Cell line: NCI/ADR-RES. Synergy scores: CSS=17.0, Synergy_ZIP=-1.94, Synergy_Bliss=3.88, Synergy_Loewe=6.88, Synergy_HSA=7.12. (2) Drug 1: C1CCN(CC1)CCOC2=CC=C(C=C2)C(=O)C3=C(SC4=C3C=CC(=C4)O)C5=CC=C(C=C5)O. Drug 2: CC1CCC2CC(C(=CC=CC=CC(CC(C(=O)C(C(C(=CC(C(=O)CC(OC(=O)C3CCCCN3C(=O)C(=O)C1(O2)O)C(C)CC4CCC(C(C4)OC)O)C)C)O)OC)C)C)C)OC. Cell line: KM12. Synergy scores: CSS=16.7, Synergy_ZIP=4.11, Synergy_Bliss=2.65, Synergy_Loewe=-15.2, Synergy_HSA=-2.24. (3) Drug 1: CS(=O)(=O)C1=CC(=C(C=C1)C(=O)NC2=CC(=C(C=C2)Cl)C3=CC=CC=N3)Cl. Drug 2: C1CN(P(=O)(OC1)NCCCl)CCCl. Cell line: M14. Synergy scores: CSS=-5.61, Synergy_ZIP=2.31, Synergy_Bliss=-0.886, Synergy_Loewe=-4.59, Synergy_HSA=-4.69. (4) Drug 1: CCCCCOC(=O)NC1=NC(=O)N(C=C1F)C2C(C(C(O2)C)O)O. Drug 2: CC1CCCC2(C(O2)CC(NC(=O)CC(C(C(=O)C(C1O)C)(C)C)O)C(=CC3=CSC(=N3)C)C)C. Cell line: MALME-3M. Synergy scores: CSS=26.3, Synergy_ZIP=1.09, Synergy_Bliss=-0.842, Synergy_Loewe=-24.1, Synergy_HSA=-2.02. (5) Drug 1: C(=O)(N)NO. Drug 2: CC(C)CN1C=NC2=C1C3=CC=CC=C3N=C2N. Cell line: NCI-H226. Synergy scores: CSS=2.23, Synergy_ZIP=-2.41, Synergy_Bliss=-3.87, Synergy_Loewe=-2.35, Synergy_HSA=-1.88. (6) Drug 1: COC1=C(C=C2C(=C1)N=CN=C2NC3=CC(=C(C=C3)F)Cl)OCCCN4CCOCC4. Drug 2: C1CN(P(=O)(OC1)NCCCl)CCCl. Cell line: MDA-MB-231. Synergy scores: CSS=15.7, Synergy_ZIP=-1.75, Synergy_Bliss=1.17, Synergy_Loewe=-15.5, Synergy_HSA=2.28. (7) Drug 1: C1=NNC2=C1C(=O)NC=N2. Drug 2: C(CN)CNCCSP(=O)(O)O. Cell line: NCI-H322M. Synergy scores: CSS=-1.88, Synergy_ZIP=1.08, Synergy_Bliss=0.253, Synergy_Loewe=-1.36, Synergy_HSA=-1.84. (8) Drug 1: CC(CN1CC(=O)NC(=O)C1)N2CC(=O)NC(=O)C2. Drug 2: CC1=C(C(=O)C2=C(C1=O)N3CC4C(C3(C2COC(=O)N)OC)N4)N. Cell line: CCRF-CEM. Synergy scores: CSS=73.3, Synergy_ZIP=0.428, Synergy_Bliss=2.37, Synergy_Loewe=1.61, Synergy_HSA=4.87. (9) Drug 1: CC1=C2C(C(=O)C3(C(CC4C(C3C(C(C2(C)C)(CC1OC(=O)C(C(C5=CC=CC=C5)NC(=O)OC(C)(C)C)O)O)OC(=O)C6=CC=CC=C6)(CO4)OC(=O)C)O)C)O. Drug 2: CC1CCCC2(C(O2)CC(NC(=O)CC(C(C(=O)C(C1O)C)(C)C)O)C(=CC3=CSC(=N3)C)C)C. Cell line: NCI-H460. Synergy scores: CSS=60.1, Synergy_ZIP=1.41, Synergy_Bliss=-0.919, Synergy_Loewe=-9.26, Synergy_HSA=3.87.